From a dataset of NCI-60 drug combinations with 297,098 pairs across 59 cell lines. Regression. Given two drug SMILES strings and cell line genomic features, predict the synergy score measuring deviation from expected non-interaction effect. (1) Drug 1: CCCCCOC(=O)NC1=NC(=O)N(C=C1F)C2C(C(C(O2)C)O)O. Drug 2: CC1=C(N=C(N=C1N)C(CC(=O)N)NCC(C(=O)N)N)C(=O)NC(C(C2=CN=CN2)OC3C(C(C(C(O3)CO)O)O)OC4C(C(C(C(O4)CO)O)OC(=O)N)O)C(=O)NC(C)C(C(C)C(=O)NC(C(C)O)C(=O)NCCC5=NC(=CS5)C6=NC(=CS6)C(=O)NCCC[S+](C)C)O. Cell line: HCT-15. Synergy scores: CSS=11.0, Synergy_ZIP=-3.38, Synergy_Bliss=2.01, Synergy_Loewe=-16.4, Synergy_HSA=2.32. (2) Drug 1: C1CC(=O)NC(=O)C1N2CC3=C(C2=O)C=CC=C3N. Drug 2: C(CC(=O)O)C(=O)CN.Cl. Cell line: SF-295. Synergy scores: CSS=13.0, Synergy_ZIP=-5.83, Synergy_Bliss=-4.12, Synergy_Loewe=-3.10, Synergy_HSA=-1.98. (3) Drug 1: CC1=C(C(=CC=C1)Cl)NC(=O)C2=CN=C(S2)NC3=CC(=NC(=N3)C)N4CCN(CC4)CCO. Drug 2: CN1C2=C(C=C(C=C2)N(CCCl)CCCl)N=C1CCCC(=O)O.Cl. Cell line: DU-145. Synergy scores: CSS=14.7, Synergy_ZIP=2.51, Synergy_Bliss=5.63, Synergy_Loewe=-2.81, Synergy_HSA=0.0250. (4) Drug 1: CCN(CC)CCCC(C)NC1=C2C=C(C=CC2=NC3=C1C=CC(=C3)Cl)OC. Drug 2: CC1=C(C(=O)C2=C(C1=O)N3CC4C(C3(C2COC(=O)N)OC)N4)N. Cell line: LOX IMVI. Synergy scores: CSS=43.0, Synergy_ZIP=-6.11, Synergy_Bliss=-7.50, Synergy_Loewe=-7.46, Synergy_HSA=-2.53. (5) Drug 1: CC12CCC(CC1=CCC3C2CCC4(C3CC=C4C5=CN=CC=C5)C)O. Drug 2: CN(C(=O)NC(C=O)C(C(C(CO)O)O)O)N=O. Cell line: CAKI-1. Synergy scores: CSS=-1.71, Synergy_ZIP=-1.60, Synergy_Bliss=-2.66, Synergy_Loewe=-49.3, Synergy_HSA=-1.80. (6) Drug 1: C1CN1C2=NC(=NC(=N2)N3CC3)N4CC4. Drug 2: CN(C(=O)NC(C=O)C(C(C(CO)O)O)O)N=O. Cell line: NCI-H322M. Synergy scores: CSS=-3.63, Synergy_ZIP=4.98, Synergy_Bliss=4.04, Synergy_Loewe=-1.84, Synergy_HSA=-2.36. (7) Drug 1: CC(C1=C(C=CC(=C1Cl)F)Cl)OC2=C(N=CC(=C2)C3=CN(N=C3)C4CCNCC4)N. Drug 2: CCC1(CC2CC(C3=C(CCN(C2)C1)C4=CC=CC=C4N3)(C5=C(C=C6C(=C5)C78CCN9C7C(C=CC9)(C(C(C8N6C=O)(C(=O)OC)O)OC(=O)C)CC)OC)C(=O)OC)O.OS(=O)(=O)O. Cell line: UO-31. Synergy scores: CSS=5.61, Synergy_ZIP=-1.22, Synergy_Bliss=-0.114, Synergy_Loewe=0.302, Synergy_HSA=0.296.